The task is: Predict which catalyst facilitates the given reaction.. This data is from Catalyst prediction with 721,799 reactions and 888 catalyst types from USPTO. Reactant: [NH2:1][C:2]1[CH:7]=[CH:6][C:5]([C:8]2[C:9](=[O:18])[O:10][C:11]3[C:16]([CH:17]=2)=[CH:15][CH:14]=[CH:13][CH:12]=3)=[C:4]([O:19][CH3:20])[CH:3]=1.[O:21]1[CH:25]=[CH:24][CH:23]=[C:22]1/[CH:26]=[CH:27]/[C:28]([N:30]=[C:31]=[S:32])=[O:29]. Product: [O:21]1[CH:25]=[CH:24][CH:23]=[C:22]1/[CH:26]=[CH:27]/[C:28]([NH:30][C:31]([NH:1][C:2]1[CH:7]=[CH:6][C:5]([C:8]2[C:9](=[O:18])[O:10][C:11]3[C:16]([CH:17]=2)=[CH:15][CH:14]=[CH:13][CH:12]=3)=[C:4]([O:19][CH3:20])[CH:3]=1)=[S:32])=[O:29]. The catalyst class is: 2.